Dataset: Forward reaction prediction with 1.9M reactions from USPTO patents (1976-2016). Task: Predict the product of the given reaction. (1) Given the reactants [CH3:1][C:2]1[CH:6]=[CH:5][S:4][C:3]=1[C:7]([OH:9])=[O:8].S(=O)(=O)(O)O.[CH3:15]O, predict the reaction product. The product is: [CH3:15][O:8][C:7]([C:3]1[S:4][CH:5]=[CH:6][C:2]=1[CH3:1])=[O:9]. (2) Given the reactants C(O[C:4]([C:6]1([CH2:12][CH2:13]OC)[CH2:11][CH2:10][NH:9][CH2:8][CH2:7]1)=[O:5])C.[CH3:16][C:17]([CH3:23])([CH3:22])[CH2:18][C:19](Cl)=[O:20].[CH2:24]([C:27]1[CH:33]=[CH:32][C:30]([NH2:31])=[CH:29][CH:28]=1)[CH2:25][CH3:26], predict the reaction product. The product is: [CH3:16][C:17]([CH3:23])([CH3:22])[CH2:18][C:19]([N:9]1[CH2:8][CH2:7][C:6]2([C:4](=[O:5])[N:31]([C:30]3[CH:32]=[CH:33][C:27]([CH2:24][CH2:25][CH3:26])=[CH:28][CH:29]=3)[CH2:13][CH2:12]2)[CH2:11][CH2:10]1)=[O:20]. (3) Given the reactants [CH2:1]([C:3]1[N:7]([C:8]2[C:16]3[O:15][CH2:14][C@@H:13]([NH:17][C:18]4[CH:30]=[CH:29][C:21]5[C@H:22]([CH2:25][C:26]([OH:28])=[O:27])[CH2:23][O:24][C:20]=5[CH:19]=4)[C:12]=3[CH:11]=[CH:10][CH:9]=2)[C:6]2[CH:31]=[C:32]([F:35])[CH:33]=[CH:34][C:5]=2[N:4]=1)[CH3:2].[OH-].[Na+:37], predict the reaction product. The product is: [CH2:1]([C:3]1[N:7]([C:8]2[C:16]3[O:15][CH2:14][C@@H:13]([NH:17][C:18]4[CH:30]=[CH:29][C:21]5[C@H:22]([CH2:25][C:26]([O-:28])=[O:27])[CH2:23][O:24][C:20]=5[CH:19]=4)[C:12]=3[CH:11]=[CH:10][CH:9]=2)[C:6]2[CH:31]=[C:32]([F:35])[CH:33]=[CH:34][C:5]=2[N:4]=1)[CH3:2].[Na+:37]. (4) Given the reactants Cl[CH2:2][C:3]([C:5]1[S:6][CH:7]=[CH:8][N:9]=1)=[O:4].[BH4-].[Na+].Cl.C([O-])(O)=O.[Na+].[CH3:18][NH2:19].[Na+].[I-], predict the reaction product. The product is: [CH3:18][NH:19][CH2:2][CH:3]([C:5]1[S:6][CH:7]=[CH:8][N:9]=1)[OH:4]. (5) The product is: [N+:1]([C:4]1[CH:5]=[C:6]([CH:25]=[CH:26][CH:27]=1)[CH2:7][S:8][CH2:9][CH2:10][C:11]1[CH:12]=[C:13]([CH:14]=[CH:15][CH:16]=1)[NH2:17])([O-:3])=[O:2]. Given the reactants [N+:1]([C:4]1[CH:5]=[C:6]([CH:25]=[CH:26][CH:27]=1)[CH2:7][S:8][CH2:9][CH2:10][C:11]1[CH:12]=[C:13]([NH:17]C(=O)OC(C)(C)C)[CH:14]=[CH:15][CH:16]=1)([O-:3])=[O:2].FC(F)(F)C(O)=O, predict the reaction product. (6) Given the reactants [Li+].CC([N-]C(C)C)C.[CH2:9]([N:16]1[CH2:20][CH2:19][CH2:18][C:17]1=[O:21])[C:10]1[CH:15]=[CH:14][CH:13]=[CH:12][CH:11]=1.C([O:24][C:25]([C:27]1([O:30][Si:31]([C:34]([CH3:37])([CH3:36])[CH3:35])([CH3:33])[CH3:32])[CH2:29][CH2:28]1)=O)C.[NH4+].[Cl-], predict the reaction product. The product is: [CH2:9]([N:16]1[CH2:20][CH2:19][C:18](=[C:25]([C:27]2([O:30][Si:31]([C:34]([CH3:37])([CH3:36])[CH3:35])([CH3:32])[CH3:33])[CH2:28][CH2:29]2)[OH:24])[C:17]1=[O:21])[C:10]1[CH:15]=[CH:14][CH:13]=[CH:12][CH:11]=1. (7) Given the reactants FC1C=CC(C[N:7]2C(=O)N(C3SC(C(O)=O)=C(C)N=3)C=N2)=CC=1.[CH3:24][C:25]1[N:26]=[C:27]([N:33]2[CH2:37][CH2:36][N:35]([CH2:38][C:39]3[CH:40]=[N:41][C:42]([C:45]([F:48])([F:47])[F:46])=[CH:43][CH:44]=3)[C:34]2=[O:49])[S:28][C:29]=1[C:30](O)=[O:31], predict the reaction product. The product is: [CH3:24][C:25]1[N:26]=[C:27]([N:33]2[CH2:37][CH2:36][N:35]([CH2:38][C:39]3[CH:40]=[N:41][C:42]([C:45]([F:47])([F:48])[F:46])=[CH:43][CH:44]=3)[C:34]2=[O:49])[S:28][C:29]=1[C:30]([NH2:7])=[O:31]. (8) Given the reactants [Cl:1][C:2]1[CH:7]=[CH:6][C:5]([C:8]2[O:12][C:11]([C:13]3[CH:14]=[C:15]([NH2:20])[C:16]([NH2:19])=[CH:17][CH:18]=3)=[N:10][N:9]=2)=[CH:4][CH:3]=1.[C:21]([O:25][C:26](=[O:39])[CH2:27][CH2:28][C:29]1[CH:34]=[C:33]([Cl:35])[C:32]([CH:36]=O)=[C:31]([Cl:38])[CH:30]=1)([CH3:24])([CH3:23])[CH3:22], predict the reaction product. The product is: [C:21]([O:25][C:26](=[O:39])[CH2:27][CH2:28][C:29]1[CH:34]=[C:33]([Cl:35])[C:32]([C:36]2[NH:20][C:15]3[CH:14]=[C:13]([C:11]4[O:12][C:8]([C:5]5[CH:4]=[CH:3][C:2]([Cl:1])=[CH:7][CH:6]=5)=[N:9][N:10]=4)[CH:18]=[CH:17][C:16]=3[N:19]=2)=[C:31]([Cl:38])[CH:30]=1)([CH3:24])([CH3:22])[CH3:23]. (9) Given the reactants [Br:1][C:2]1[CH:3]=[C:4]([CH:11]=[C:12]([O:14][CH2:15][CH:16]2[CH2:18][CH2:17]2)[CH:13]=1)[C:5](N(OC)C)=[O:6].Br[C:20]1[CH:25]=[CH:24][C:23]([O:26][CH3:27])=[C:22]([CH3:28])[CH:21]=1, predict the reaction product. The product is: [Br:1][C:2]1[CH:3]=[C:4]([C:5]([C:20]2[CH:25]=[CH:24][C:23]([O:26][CH3:27])=[C:22]([CH3:28])[CH:21]=2)=[O:6])[CH:11]=[C:12]([O:14][CH2:15][CH:16]2[CH2:17][CH2:18]2)[CH:13]=1. (10) Given the reactants [CH:1]1[C:6](/[CH:7]=[CH:8]/[C:9]([OH:11])=[O:10])=[CH:5][CH:4]=[C:3]([OH:12])[CH:2]=1.C(=O)([O-])[O-].[K+].[K+].[F:19][C:20]1[CH:21]=[C:22]([CH:25]=[CH:26][C:27]=1[F:28])[CH2:23]Br.[OH-].[Na+].Cl, predict the reaction product. The product is: [F:19][C:20]1[CH:21]=[C:22]([CH:25]=[CH:26][C:27]=1[F:28])[CH2:23][O:12][C:3]1[CH:4]=[CH:5][C:6]([CH:7]=[CH:8][C:9]([OH:11])=[O:10])=[CH:1][CH:2]=1.